Dataset: Cav3 T-type calcium channel HTS with 100,875 compounds. Task: Binary Classification. Given a drug SMILES string, predict its activity (active/inactive) in a high-throughput screening assay against a specified biological target. (1) The result is 0 (inactive). The drug is s1c(c2n(c(CCC(O)=O)cc2)CC(=O)Nc2ccc(cc2)C)ccc1. (2) The compound is Clc1ccc(NC(=O)c2nn(c3ccc([N+]([O-])=O)cc3)c(n2)C)cc1. The result is 0 (inactive). (3) The molecule is s1nnc(C(=O)N(C2CC2)C(C(=O)NC(C)(C)C)c2ccncc2)c1. The result is 0 (inactive).